Predict which catalyst facilitates the given reaction. From a dataset of Catalyst prediction with 721,799 reactions and 888 catalyst types from USPTO. (1) Reactant: Br[C:2]1[CH:3]=[C:4]2[C:8](=[C:9]([C:11]([NH2:13])=[O:12])[CH:10]=1)[NH:7][CH:6]=[C:5]2[CH:14]1[CH2:19][CH2:18][N:17]([S:20]([CH2:23][CH3:24])(=[O:22])=[O:21])[CH2:16][CH2:15]1.CC1(C)C(C)(C)OB([C:33]2[CH:34]=[C:35]([CH:38]=[O:39])[S:36][CH:37]=2)O1.C(=O)([O-])[O-].[K+].[K+]. Product: [CH2:23]([S:20]([N:17]1[CH2:18][CH2:19][CH:14]([C:5]2[C:4]3[C:8](=[C:9]([C:11]([NH2:13])=[O:12])[CH:10]=[C:2]([C:33]4[CH:34]=[C:35]([CH:38]=[O:39])[S:36][CH:37]=4)[CH:3]=3)[NH:7][CH:6]=2)[CH2:15][CH2:16]1)(=[O:22])=[O:21])[CH3:24]. The catalyst class is: 38. (2) Reactant: O1CCCC1.[Br:6][C:7]1[CH:12]=[CH:11][C:10]([NH:13][C:14](=O)[CH2:15][N:16]2[CH2:20][CH2:19][CH2:18][CH2:17]2)=[CH:9][CH:8]=1. Product: [Br:6][C:7]1[CH:12]=[CH:11][C:10]([NH:13][CH2:14][CH2:15][N:16]2[CH2:20][CH2:19][CH2:18][CH2:17]2)=[CH:9][CH:8]=1. The catalyst class is: 5. (3) Reactant: [N+:1]([O-:4])([OH:3])=[O:2].[CH3:5][O:6][C:7]1[CH:8]=[C:9]2[CH2:18][CH:17]([CH2:19][CH:20]3[CH2:25][CH2:24][N:23]([CH2:26][C:27]4[CH:28]=[CH:29][CH:30]=[CH:31][CH:32]=4)[CH2:22][CH2:21]3)[C:15](=[O:16])[C:10]2=[CH:11][C:12]=1[O:13][CH3:14]. Product: [CH3:5][O:6][C:7]1[CH:8]=[C:9]2[CH2:18][CH:17]([CH2:19][CH:20]3[CH2:21][CH2:22][N:23]([CH2:26][C:27]4[CH:32]=[CH:31][CH:30]=[CH:29][CH:28]=4)[CH2:24][CH2:25]3)[C:15](=[O:16])[C:10]2=[CH:11][C:12]=1[O:13][CH3:14].[N+:1]([O-:4])([O-:3])=[O:2]. The catalyst class is: 13.